From a dataset of Catalyst prediction with 721,799 reactions and 888 catalyst types from USPTO. Predict which catalyst facilitates the given reaction. (1) Reactant: [NH3:1].[Cl:2][C:3]1[N:8]=[C:7]([Cl:9])[C:6]([C:10](Cl)=[O:11])=[CH:5][N:4]=1.C(OCC)C. Product: [Cl:2][C:3]1[N:8]=[C:7]([Cl:9])[C:6]([C:10]([NH2:1])=[O:11])=[CH:5][N:4]=1. The catalyst class is: 12. (2) Reactant: [NH2:1][C:2]1[S:3][C:4]2[CH:10]=[C:9]([O:11][C:12]([F:15])([F:14])[F:13])[CH:8]=[CH:7][C:5]=2[N:6]=1.[ClH:16]. Product: [ClH:16].[NH2:1][C:2]1[S:3][C:4]2[CH:10]=[C:9]([O:11][C:12]([F:15])([F:13])[F:14])[CH:8]=[CH:7][C:5]=2[N:6]=1. The catalyst class is: 5. (3) Reactant: [C:1]([CH:3]1[CH2:6][N:5]([C:7](=[O:44])[C@H:8]([NH:10][C:11]([C:13]2[C:21]3[C:16](=[N:17][CH:18]=[C:19]([C:22]4[C:30]5[C:25](=[CH:26][C:27]([Cl:31])=[CH:28][CH:29]=5)[N:24]([CH2:32][CH2:33][O:34][CH3:35])[N:23]=4)[N:20]=3)[N:15](COCC[Si](C)(C)C)[CH:14]=2)=[O:12])[CH3:9])[CH2:4]1)#[N:2].FC(F)(F)C(O)=O.C(N)CN. Product: [C:1]([CH:3]1[CH2:4][N:5]([C:7](=[O:44])[C@H:8]([NH:10][C:11]([C:13]2[C:21]3[C:16](=[N:17][CH:18]=[C:19]([C:22]4[C:30]5[C:25](=[CH:26][C:27]([Cl:31])=[CH:28][CH:29]=5)[N:24]([CH2:32][CH2:33][O:34][CH3:35])[N:23]=4)[N:20]=3)[NH:15][CH:14]=2)=[O:12])[CH3:9])[CH2:6]1)#[N:2]. The catalyst class is: 4. (4) Reactant: [CH3:1][C:2]([C:5]1[CH:6]=[C:7]([S:16][C:17]([S:20][C:21]2[CH:26]=[C:25]([C:27]([CH3:30])([CH3:29])[CH3:28])[C:24]([OH:31])=[C:23]([C:32]([CH3:35])([CH3:34])[CH3:33])[CH:22]=2)([CH3:19])[CH3:18])[CH:8]=[C:9]([C:12]([CH3:15])([CH3:14])[CH3:13])[C:10]=1[OH:11])([CH3:4])[CH3:3].[C:36]([O:40][CH2:41][CH2:42][CH2:43][CH2:44]O)(=[O:39])[CH:37]=[CH2:38].C1(P(C2C=CC=CC=2)C2C=CC=CC=2)C=CC=CC=1.N(C(OCC)=O)=NC(OCC)=O. Product: [C:36]([O:40][CH2:41][CH2:42][CH2:43][CH2:44][O:11][C:10]1[C:9]([C:12]([CH3:13])([CH3:14])[CH3:15])=[CH:8][C:7]([S:16][C:17]([S:20][C:21]2[CH:22]=[C:23]([C:32]([CH3:35])([CH3:34])[CH3:33])[C:24]([OH:31])=[C:25]([C:27]([CH3:30])([CH3:29])[CH3:28])[CH:26]=2)([CH3:18])[CH3:19])=[CH:6][C:5]=1[C:2]([CH3:1])([CH3:3])[CH3:4])(=[O:39])[CH:37]=[CH2:38]. The catalyst class is: 1. (5) Reactant: [CH3:1][Si:2]([CH3:15])([CH3:14])[C:3]#[C:4][C:5]1[CH:10]=[CH:9][CH:8]=[CH:7][C:6]=1[N+:11]([O-])=O. Product: [CH3:14][Si:2]([CH3:1])([CH3:15])[CH2:3][CH2:4][C:5]1[CH:10]=[CH:9][CH:8]=[CH:7][C:6]=1[NH2:11]. The catalyst class is: 19. (6) Reactant: C([O:3][C:4]([C:6]1[S:7][C:8]([C:12]2[N:13]=[C:14]([NH:17][C:18]3[CH:23]=[C:22]([C:24](=[O:26])[NH2:25])[CH:21]=[CH:20][C:19]=3[O:27][CH:28]([CH3:30])[CH3:29])[S:15][CH:16]=2)=[C:9]([CH3:11])[N:10]=1)=[O:5])C.Br.[OH-].[Na+]. Product: [C:24]([C:22]1[CH:21]=[CH:20][C:19]([O:27][CH:28]([CH3:30])[CH3:29])=[C:18]([NH:17][C:14]2[S:15][CH:16]=[C:12]([C:8]3[S:7][C:6]([C:4]([OH:5])=[O:3])=[N:10][C:9]=3[CH3:11])[N:13]=2)[CH:23]=1)(=[O:26])[NH2:25]. The catalyst class is: 36. (7) Reactant: [Cl:1][C:2]1[CH:3]=[C:4]([S:9][C:10]2[C:11]([C:20]([O:22][CH2:23][CH3:24])=[O:21])=[N:12][N:13]([CH2:17][CH2:18][OH:19])[C:14]=2[CH2:15][CH3:16])[CH:5]=[C:6]([Cl:8])[CH:7]=1.N1C=CN=C1.[C:30]([Si:34]([CH3:37])([CH3:36])Cl)([CH3:33])([CH3:32])[CH3:31]. Product: [Si:34]([O:19][CH2:18][CH2:17][N:13]1[C:14]([CH2:15][CH3:16])=[C:10]([S:9][C:4]2[CH:3]=[C:2]([Cl:1])[CH:7]=[C:6]([Cl:8])[CH:5]=2)[C:11]([C:20]([O:22][CH2:23][CH3:24])=[O:21])=[N:12]1)([C:30]([CH3:33])([CH3:32])[CH3:31])([CH3:37])[CH3:36]. The catalyst class is: 9. (8) Reactant: [NH2:1][N:2]1[C:7](=[O:8])[C:6]([C:9]2[NH:14][C:13]3[CH:15]=[CH:16][CH:17]=[CH:18][C:12]=3[S:11](=[O:20])(=[O:19])[N:10]=2)=[C:5]([OH:21])[C:4]2[S:22][CH:23]=[CH:24][C:3]1=2.[CH3:25][C:26]([CH3:31])([CH3:30])[CH2:27][CH:28]=O. Product: [CH3:25][C:26]([CH3:31])([CH3:30])[CH2:27][CH:28]=[N:1][N:2]1[C:7](=[O:8])[C:6]([C:9]2[NH:14][C:13]3[CH:15]=[CH:16][CH:17]=[CH:18][C:12]=3[S:11](=[O:20])(=[O:19])[N:10]=2)=[C:5]([OH:21])[C:4]2[S:22][CH:23]=[CH:24][C:3]1=2. The catalyst class is: 80. (9) Reactant: [Cl:1][C:2]1[CH:3]=[C:4]([C:9]2([C:16]([F:19])([F:18])[F:17])[O:13][N:12]=[C:11]([CH2:14][OH:15])[CH2:10]2)[CH:5]=[C:6]([Cl:8])[CH:7]=1. Product: [Cl:1][C:2]1[CH:3]=[C:4]([C:9]2([C:16]([F:18])([F:17])[F:19])[O:13][N:12]=[C:11]([CH:14]=[O:15])[CH2:10]2)[CH:5]=[C:6]([Cl:8])[CH:7]=1. The catalyst class is: 428.